Regression. Given a peptide amino acid sequence and an MHC pseudo amino acid sequence, predict their binding affinity value. This is MHC class I binding data. From a dataset of Peptide-MHC class I binding affinity with 185,985 pairs from IEDB/IMGT. The peptide sequence is RLSQSGHML. The MHC is HLA-B18:01 with pseudo-sequence HLA-B18:01. The binding affinity (normalized) is 0.0847.